This data is from Full USPTO retrosynthesis dataset with 1.9M reactions from patents (1976-2016). The task is: Predict the reactants needed to synthesize the given product. The reactants are: [Cl:1][C:2]1[CH:10]=[CH:9][C:5]([C:6]([OH:8])=O)=[CH:4][C:3]=1[C:11]#[N:12].[C:13]([O:17][C:18]([N:20]1[CH2:25][CH2:24][NH:23][CH2:22][CH2:21]1)=[O:19])([CH3:16])([CH3:15])[CH3:14].C(Cl)CCl.C1C=CC2N(O)N=NC=2C=1.C(N(CC)CC)C. Given the product [Cl:1][C:2]1[CH:10]=[CH:9][C:5]([C:6]([N:23]2[CH2:22][CH2:21][N:20]([C:18]([O:17][C:13]([CH3:16])([CH3:15])[CH3:14])=[O:19])[CH2:25][CH2:24]2)=[O:8])=[CH:4][C:3]=1[C:11]#[N:12], predict the reactants needed to synthesize it.